From a dataset of Peptide-MHC class I binding affinity with 185,985 pairs from IEDB/IMGT. Regression. Given a peptide amino acid sequence and an MHC pseudo amino acid sequence, predict their binding affinity value. This is MHC class I binding data. (1) The peptide sequence is SVMNFIPIIY. The MHC is HLA-A11:01 with pseudo-sequence HLA-A11:01. The binding affinity (normalized) is 0.753. (2) The peptide sequence is TGICNQNII. The MHC is H-2-Db with pseudo-sequence H-2-Db. The binding affinity (normalized) is 0.805. (3) The peptide sequence is YQAVVPLVY. The MHC is HLA-A11:01 with pseudo-sequence HLA-A11:01. The binding affinity (normalized) is 0.112. (4) The peptide sequence is AFHHVAREK. The MHC is HLA-B58:01 with pseudo-sequence HLA-B58:01. The binding affinity (normalized) is 0. (5) The peptide sequence is LQAAIFHAL. The MHC is HLA-A02:01 with pseudo-sequence HLA-A02:01. The binding affinity (normalized) is 0.535. (6) The peptide sequence is FIPQYLSAV. The MHC is HLA-A02:01 with pseudo-sequence HLA-A02:01. The binding affinity (normalized) is 0.739. (7) The peptide sequence is TRAPAPFPL. The MHC is HLA-B58:01 with pseudo-sequence HLA-B58:01. The binding affinity (normalized) is 0.213. (8) The binding affinity (normalized) is 0.0847. The peptide sequence is AYLLQHLDL. The MHC is HLA-B44:02 with pseudo-sequence HLA-B44:02. (9) The peptide sequence is GPLTTLWEGS. The MHC is HLA-A32:01 with pseudo-sequence HLA-A32:01. The binding affinity (normalized) is 0.0933. (10) The peptide sequence is NAVLTHVKI. The MHC is H-2-Kd with pseudo-sequence H-2-Kd. The binding affinity (normalized) is 0.322.